From a dataset of NCI-60 drug combinations with 297,098 pairs across 59 cell lines. Regression. Given two drug SMILES strings and cell line genomic features, predict the synergy score measuring deviation from expected non-interaction effect. (1) Drug 1: CS(=O)(=O)CCNCC1=CC=C(O1)C2=CC3=C(C=C2)N=CN=C3NC4=CC(=C(C=C4)OCC5=CC(=CC=C5)F)Cl. Drug 2: CS(=O)(=O)OCCCCOS(=O)(=O)C. Cell line: SF-539. Synergy scores: CSS=5.27, Synergy_ZIP=-0.546, Synergy_Bliss=-1.27, Synergy_Loewe=1.22, Synergy_HSA=-1.53. (2) Drug 1: COC1=C(C=C2C(=C1)N=CN=C2NC3=CC(=C(C=C3)F)Cl)OCCCN4CCOCC4. Drug 2: CN(CCCl)CCCl.Cl. Cell line: NCI-H322M. Synergy scores: CSS=44.3, Synergy_ZIP=3.63, Synergy_Bliss=3.68, Synergy_Loewe=-6.50, Synergy_HSA=1.84. (3) Drug 1: C1CC(=O)NC(=O)C1N2CC3=C(C2=O)C=CC=C3N. Drug 2: CC(CN1CC(=O)NC(=O)C1)N2CC(=O)NC(=O)C2. Cell line: HCT-15. Synergy scores: CSS=29.4, Synergy_ZIP=-2.07, Synergy_Bliss=2.96, Synergy_Loewe=-0.800, Synergy_HSA=4.81. (4) Drug 1: CN(C)N=NC1=C(NC=N1)C(=O)N. Drug 2: C(CN)CNCCSP(=O)(O)O. Cell line: NCIH23. Synergy scores: CSS=3.83, Synergy_ZIP=-0.862, Synergy_Bliss=6.65, Synergy_Loewe=7.43, Synergy_HSA=7.64. (5) Drug 1: CC12CCC(CC1=CCC3C2CCC4(C3CC=C4C5=CN=CC=C5)C)O. Drug 2: C1CCC(CC1)NC(=O)N(CCCl)N=O. Cell line: HT29. Synergy scores: CSS=13.5, Synergy_ZIP=-6.78, Synergy_Bliss=-0.394, Synergy_Loewe=-2.96, Synergy_HSA=-1.43. (6) Drug 1: C1=NC(=NC(=O)N1C2C(C(C(O2)CO)O)O)N. Drug 2: C1=NC2=C(N1)C(=S)N=CN2. Cell line: RXF 393. Synergy scores: CSS=28.5, Synergy_ZIP=-13.1, Synergy_Bliss=-8.43, Synergy_Loewe=-4.94, Synergy_HSA=-3.77. (7) Drug 1: C1CCN(CC1)CCOC2=CC=C(C=C2)C(=O)C3=C(SC4=C3C=CC(=C4)O)C5=CC=C(C=C5)O. Drug 2: CC1=C2C(C(=O)C3(C(CC4C(C3C(C(C2(C)C)(CC1OC(=O)C(C(C5=CC=CC=C5)NC(=O)OC(C)(C)C)O)O)OC(=O)C6=CC=CC=C6)(CO4)OC(=O)C)O)C)O. Cell line: UACC-257. Synergy scores: CSS=22.2, Synergy_ZIP=-1.66, Synergy_Bliss=0.480, Synergy_Loewe=-23.2, Synergy_HSA=-3.00. (8) Drug 1: C1CCC(CC1)NC(=O)N(CCCl)N=O. Drug 2: C1CC(C1)(C(=O)O)C(=O)O.[NH2-].[NH2-].[Pt+2]. Cell line: HOP-62. Synergy scores: CSS=43.7, Synergy_ZIP=-6.46, Synergy_Bliss=0.364, Synergy_Loewe=-6.64, Synergy_HSA=-0.409.